From a dataset of Experimentally validated miRNA-target interactions with 360,000+ pairs, plus equal number of negative samples. Binary Classification. Given a miRNA mature sequence and a target amino acid sequence, predict their likelihood of interaction. (1) The miRNA is mmu-miR-7026-3p with sequence UGUGCUUUCUGGUCUUGGCUUAG. The protein sequence of the target gene is MPQTLSASDMVTPGSLSPPPTEPTDGEQAGQPLLDGAPSSASLETLIQHLVPTADYYPEKAYIFTFLLSSRLFIEPRELLARVCHLCIEQQQLDKPVLDKARVRKFGPKLLQLLAEWTETFPRDFQEESTIGHLKDVVGRIAPCDEAYRKRMHQLLQALHQKLAALRQGPEGLVGADKPISYRTKPPASIHRELLGVCSDPYTLAQQLTHVELERLRHIGPEEFVQAFVNKDPLASTKPCFSDKTSNLEAYVKWFNRLCYLVATEICMPAKKKQRAQVIEFFIDVARECFNIGNFNSLMA.... Result: 0 (no interaction). (2) The miRNA is hsa-miR-520g-3p with sequence ACAAAGUGCUUCCCUUUAGAGUGU. The protein sequence of the target gene is MGPLTIRDVTVEFSLEEWHCLDTAQQNLYRDVMLENYRNLVFLGIAVSKPDLITCLEQGKEPCNMKRHEMVAKPPVMCSHIAEDLCPERDIKYFFQKVILRRYDKCEHENLQLRKGCKSVDECKVCKGGYNGLNQCLITTQSKMYQCDKYVKVFYKFSNSDRHKIRHTEKKTCKCKECGKSFCMLSQLTRHKRIHIRENSHKCEECGKAFNQSSALTRHKMTHTGEKPYKCEECGKAFNRSSHLTQHKVIHTREKPYKCEECGKAFNRSSHITQHKRIHNREKPFKYDECCKAFKWSSAL.... Result: 1 (interaction). (3) The miRNA is mmu-miR-7211-5p with sequence UCUUUCCCUCUGCCACUCCACC. Result: 0 (no interaction). The protein sequence of the target gene is MGLLQLLAFSFLALCRARVRAQEPEFSYGCAEGSCYPATGDLLIGRAQKLSVTSTCGLHKPEPYCIVSHLQEDKKCFICNSQDPYHETLNPDSHLIENVVTTFAPNRLKIWWQSENGVENVTIQLDLEAEFHFTHLIMTFKTFRPAAMLIERSSDFGKTWGVYRYFAYDCEASFPGISTGPMKKVDDIICDSRYSDIEPSTEGEVIFRALDPAFKIEDPYSPRIQNLLKITNLRIKFVKLHTLGDNLLDSRMEIREKYYYAVYDMVVRGNCFCYGHASECAPVDGFNEEVEGMVHGHCMC.... (4) The protein sequence of the target gene is MEIDQCLLESLPLGQRQRLVKRMRCEQIKAYYEREKVFQKQEGPLKRSKPGKRQKVRFGLADMIQDAVIHHHDKEVLQLLKEGADPHTLVSSGGSLLHLCARYDNVFIAEVLIDRGVNVNHQDEDFWTPMHIACACDNPDIVLLLILAGANVFLQDVNGNIPLDYAVEGTESSAILLAYLDEKGVDLSSLRQIKLQRPLSMLTDVRHFLSSGGDVNEKNDDGVTLLHMACASGYKEVVLLLLEHGGDLNGTDDRYWTPLHLAAKYGQTTLVKLLLAHQANPHLVNCNGEKPSDIAASESI.... The miRNA is rno-miR-99a-5p with sequence AACCCGUAGAUCCGAUCUUGUG. Result: 0 (no interaction). (5) The miRNA is hsa-miR-4709-3p with sequence UUGAAGAGGAGGUGCUCUGUAGC. The protein sequence of the target gene is MAERPEDLNLPNAVITRIIKEALPDGVNISKEARSAISRAASVFVLYATSCANNFAMKGKRKTLNASDVLSAMEEMEFQRFVTPLKEALEAYRREQKGKKEASEQKKKDKDKKTDSEEQDKSRDEDNDEDEERLEEEEQNEEEEVDN. Result: 1 (interaction). (6) The miRNA is hsa-miR-4435 with sequence AUGGCCAGAGCUCACACAGAGG. The protein sequence of the target gene is MAPHWAVWLLAAGLWGLGIGAEMWWNLVPRKTVSSGELVTVVRRFSQTGIQDFLTLTLTEHSGLLYVGAREALFAFSVEALELQGAISWEAPAEKKIECTQKGKSNQTECFNFIRFLQPYNSSHLYVCGTYAFQPKCTYINMLTFTLDRAEFEDGKGKCPYDPAKGHTGLLVDGELYSATLNNFLGTEPVILRYMGTHHSIKTEYLAFWLNEPHFVGSAFVPESVGSFTGDDDKIYFFFSERAVEYDCYSEQVVARVARVCKGDMGGARTLQKKWTTFLKARLVCSAPDWKVYFNQLKAV.... Result: 0 (no interaction).